This data is from Forward reaction prediction with 1.9M reactions from USPTO patents (1976-2016). The task is: Predict the product of the given reaction. (1) Given the reactants [CH3:1][C@@:2]12[O:9][C@@H:6]([CH2:7][CH2:8]1)[C:5](=[O:10])[CH2:4][C:3]2=[O:11].C(Cl)(Cl)Cl.C([O-])(=O)C.C([O-])(=O)C.C([O-])(=O)C.[Br:28][C:29]1[CH:34]=[C:33]([CH2:35][CH3:36])[C:32]([Pb+3])=[C:31]([CH2:38][CH3:39])[CH:30]=1.Cl, predict the reaction product. The product is: [Br:28][C:29]1[CH:34]=[C:33]([CH2:35][CH3:36])[C:32]([CH:4]2[C:5](=[O:10])[C@H:6]3[O:9][C@:2]([CH3:1])([CH2:8][CH2:7]3)[C:3]2=[O:11])=[C:31]([CH2:38][CH3:39])[CH:30]=1. (2) Given the reactants [Cl:1][C:2]1[CH:3]=[C:4]([NH2:19])[C:5]([NH2:18])=[CH:6][C:7]=1[C:8]1[CH:13]=[CH:12][C:11]([C:14]([F:17])([F:16])[F:15])=[CH:10][CH:9]=1.C(=O)([O-])[O-].[Na+].[Na+].[F:26][C:27]([F:38])([F:37])[C:28]([F:36])([F:35])[C:29]([F:34])([F:33])[C:30](O)=O, predict the reaction product. The product is: [Cl:1][C:2]1[C:7]([C:8]2[CH:13]=[CH:12][C:11]([C:14]([F:17])([F:16])[F:15])=[CH:10][CH:9]=2)=[CH:6][C:5]2[NH:18][C:30]([C:29]([F:33])([F:34])[C:28]([F:35])([F:36])[C:27]([F:38])([F:37])[F:26])=[N:19][C:4]=2[CH:3]=1. (3) The product is: [F:13][C:14]([F:25])([F:24])[C:15]1[CH:20]=[CH:19][C:18]([C:2]2[CH:12]=[C:6]([C:7]([O:9][CH2:10][CH3:11])=[O:8])[CH:5]=[N:4][CH:3]=2)=[CH:17][CH:16]=1. Given the reactants Br[C:2]1[CH:3]=[N:4][CH:5]=[C:6]([CH:12]=1)[C:7]([O:9][CH2:10][CH3:11])=[O:8].[F:13][C:14]([F:25])([F:24])[C:15]1[CH:20]=[CH:19][C:18](B(O)O)=[CH:17][CH:16]=1.C(=O)([O-])[O-].[Na+].[Na+], predict the reaction product. (4) Given the reactants [C:1]([CH2:3][CH2:4][O:5][C:6](=[O:23])[C:7](=[CH:13][C:14]1[CH:19]=[CH:18][C:17]([N+:20]([O-:22])=[O:21])=[CH:16][CH:15]=1)[C:8](=O)[CH2:9][CH2:10]C)#[N:2].[NH2:24][C:25]([CH2:37][CH3:38])=[CH:26][C:27]([O:29][CH2:30][C:31]1[CH:36]=[CH:35][CH:34]=[CH:33][CH:32]=1)=[O:28].[CH3:39]CO, predict the reaction product. The product is: [CH2:30]([O:29][C:27]([C:26]1[CH:13]([C:14]2[CH:15]=[CH:16][C:17]([N+:20]([O-:22])=[O:21])=[CH:18][CH:19]=2)[C:7]([C:6]([O:5][CH2:4][CH2:3][C:1]#[N:2])=[O:23])=[C:8]([CH2:9][CH3:10])[NH:24][C:25]=1[CH2:37][CH2:38][CH3:39])=[O:28])[C:31]1[CH:36]=[CH:35][CH:34]=[CH:33][CH:32]=1. (5) Given the reactants [NH2:1][CH2:2][C:3]1[CH:17]=[CH:16][C:6]([O:7]C2C=CC=CC=2C#N)=[CH:5][CH:4]=1.Br[C:19]1C=CC=[CH:23][C:20]=1[C:21]#N.CC(C)(C(=O)CC(=O)C(C)(C)C)C.[C:40](=O)([O-:42])[O-:41].[Cs+].[Cs+], predict the reaction product. The product is: [C:20]([O:42][C:40](=[O:41])[NH:1][CH2:2][C:3]1[CH:4]=[CH:5][C:6]([OH:7])=[CH:16][CH:17]=1)([CH3:23])([CH3:21])[CH3:19].